This data is from Reaction yield outcomes from USPTO patents with 853,638 reactions. The task is: Predict the reaction yield, written as a fraction of the theoretical maximum amount of product (1.0 means a 100% yield; for example, 0.34 means a 34% yield). The reactants are [CH3:1][C:2]1[CH:6]=[CH:5][NH:4][C:3]=1[C:7]([O:9]C)=[O:8].[OH-].[Na+]. The catalyst is CO. The product is [CH3:1][C:2]1[CH:6]=[CH:5][NH:4][C:3]=1[C:7]([OH:9])=[O:8]. The yield is 0.770.